Dataset: NCI-60 drug combinations with 297,098 pairs across 59 cell lines. Task: Regression. Given two drug SMILES strings and cell line genomic features, predict the synergy score measuring deviation from expected non-interaction effect. (1) Drug 1: C1=NC2=C(N=C(N=C2N1C3C(C(C(O3)CO)O)O)F)N. Drug 2: CCN(CC)CCCC(C)NC1=C2C=C(C=CC2=NC3=C1C=CC(=C3)Cl)OC. Cell line: RPMI-8226. Synergy scores: CSS=28.4, Synergy_ZIP=-5.35, Synergy_Bliss=-4.73, Synergy_Loewe=2.35, Synergy_HSA=0.0345. (2) Drug 1: CN1CCC(CC1)COC2=C(C=C3C(=C2)N=CN=C3NC4=C(C=C(C=C4)Br)F)OC. Drug 2: CC1=C(C=C(C=C1)C(=O)NC2=CC(=CC(=C2)C(F)(F)F)N3C=C(N=C3)C)NC4=NC=CC(=N4)C5=CN=CC=C5. Cell line: SF-268. Synergy scores: CSS=-2.17, Synergy_ZIP=2.14, Synergy_Bliss=3.79, Synergy_Loewe=-0.463, Synergy_HSA=0.0932. (3) Drug 1: C1CCC(CC1)NC(=O)N(CCCl)N=O. Drug 2: CNC(=O)C1=NC=CC(=C1)OC2=CC=C(C=C2)NC(=O)NC3=CC(=C(C=C3)Cl)C(F)(F)F. Cell line: SF-268. Synergy scores: CSS=35.5, Synergy_ZIP=0.250, Synergy_Bliss=3.40, Synergy_Loewe=2.44, Synergy_HSA=4.48.